Dataset: Forward reaction prediction with 1.9M reactions from USPTO patents (1976-2016). Task: Predict the product of the given reaction. (1) Given the reactants [CH2:1]([N:3]([CH2:29][CH3:30])[CH2:4][CH2:5][N:6]1[CH2:11][CH2:10][C:9]2[NH:12][C:13]([CH:16]=[C:17]3[C:25]4[C:20](=[CH:21][CH:22]=[C:23]([F:26])[CH:24]=4)[NH:19][C:18]3=[O:27])=[C:14]([CH3:15])[C:8]=2[C:7]1=[O:28])[CH3:2].ClCCl.[C:34]([OH:41])(=[O:40])/[CH:35]=[CH:36]\[C:37]([OH:39])=[O:38], predict the reaction product. The product is: [C:34]([OH:41])(=[O:40])/[CH:35]=[CH:36]\[C:37]([OH:39])=[O:38].[CH2:29]([N:3]([CH2:1][CH3:2])[CH2:4][CH2:5][N:6]1[CH2:11][CH2:10][C:9]2[NH:12][C:13]([CH:16]=[C:17]3[C:25]4[C:20](=[CH:21][CH:22]=[C:23]([F:26])[CH:24]=4)[NH:19][C:18]3=[O:27])=[C:14]([CH3:15])[C:8]=2[C:7]1=[O:28])[CH3:30]. (2) Given the reactants [C:1]([O:4][C@H:5]1[C@H:10]([N:11]=[C:12]=[S:13])[C@@H:9]([O:14][C:15](=[O:17])[CH3:16])[C@H:8]([O:18][C:19](=[O:21])[CH3:20])[C@@H:7]([CH2:22][O:23][C:24](=[O:26])[CH3:25])[O:6]1)(=[O:3])[CH3:2].[N:27]([CH2:30][CH:31]=[CH2:32])=C=S, predict the reaction product. The product is: [C:1]([O:4][C@H:5]1[C@H:10]([NH:11][C:12]([NH:27][CH2:30][CH:31]=[CH2:32])=[S:13])[C@@H:9]([O:14][C:15](=[O:17])[CH3:16])[C@H:8]([O:18][C:19](=[O:21])[CH3:20])[C@@H:7]([CH2:22][O:23][C:24](=[O:26])[CH3:25])[O:6]1)(=[O:3])[CH3:2]. (3) The product is: [N+:6](=[C:7]1[N:11]=[CH:10][N:9]=[C:8]1[C:12]([NH2:14])=[O:13])=[N-:1]. Given the reactants [N:1]([O-])=O.[Na+].Cl.[NH2:6][C:7]1[NH:11][CH:10]=[N:9][C:8]=1[C:12]([NH2:14])=[O:13], predict the reaction product.